This data is from Full USPTO retrosynthesis dataset with 1.9M reactions from patents (1976-2016). The task is: Predict the reactants needed to synthesize the given product. (1) Given the product [NH2:2][CH:3]1[C:9]2[CH:10]=[CH:11][CH2:12][CH2:13][C:8]=2[CH2:7][CH2:6][N:5]([CH3:14])[C:4]1=[O:15], predict the reactants needed to synthesize it. The reactants are: O[N:2]=[C:3]1[C:9]2[CH:10]=[CH:11][CH2:12][CH2:13][C:8]=2[CH:7]=[CH:6][N:5]([CH3:14])[C:4]1=[O:15].Cl. (2) Given the product [CH:21]1([S:26][CH:4]([C:5]2[CH:10]=[C:9]([C:11]([F:14])([F:13])[F:12])[CH:8]=[C:7]([C:15]([F:18])([F:17])[F:16])[CH:6]=2)[C:3]([OH:2])=[O:20])[CH2:25][CH2:24][CH2:23][CH2:22]1.[CH:21]1([S:26][CH:4]([C:5]2[CH:6]=[C:7]([C:15]([F:16])([F:18])[F:17])[CH:8]=[C:9]([C:11]([F:13])([F:12])[F:14])[CH:10]=2)[C:3]([NH:27][C:28]2[S:29][CH:30]=[CH:31][N:32]=2)=[O:2])[CH2:25][CH2:24][CH2:23][CH2:22]1, predict the reactants needed to synthesize it. The reactants are: C[O:2][C:3](=[O:20])[CH:4](Br)[C:5]1[CH:10]=[C:9]([C:11]([F:14])([F:13])[F:12])[CH:8]=[C:7]([C:15]([F:18])([F:17])[F:16])[CH:6]=1.[CH:21]1([SH:26])[CH2:25][CH2:24][CH2:23][CH2:22]1.[NH2:27][C:28]1[S:29][CH:30]=[CH:31][N:32]=1.